This data is from Reaction yield outcomes from USPTO patents with 853,638 reactions. The task is: Predict the reaction yield, written as a fraction of the theoretical maximum amount of product (1.0 means a 100% yield; for example, 0.34 means a 34% yield). (1) The reactants are [CH3:1][C@H:2]1[C:10]2[C:9](O)=[N:8][CH:7]=[N:6][C:5]=2[CH2:4][CH2:3]1.O=P(Cl)(Cl)[Cl:14]. No catalyst specified. The product is [Cl:14][C:9]1[C:10]2[C@H:2]([CH3:1])[CH2:3][CH2:4][C:5]=2[N:6]=[CH:7][N:8]=1. The yield is 0.490. (2) The reactants are Br[C:2]1[CH:3]=[C:4]([CH:7]=[CH:8][CH:9]=1)[CH:5]=[O:6].C([O-])([O-])=O.[Na+].[Na+].[N+:16]([C:19]1[CH:24]=[CH:23][C:22](B(O)O)=[CH:21][CH:20]=1)([O-:18])=[O:17]. The catalyst is CN(C=O)C.O.C([O-])(=O)C.[Pd+2].C([O-])(=O)C. The product is [N+:16]([C:19]1[CH:24]=[CH:23][C:22]([C:2]2[CH:9]=[CH:8][CH:7]=[C:4]([CH:5]=[O:6])[CH:3]=2)=[CH:21][CH:20]=1)([O-:18])=[O:17]. The yield is 0.470. (3) The reactants are [CH:1]1([NH:4][C:5](=[O:22])[C:6]2[CH:11]=[CH:10][C:9]([O:12][C:13]3[CH:18]=[CH:17][C:16]([CH:19]=O)=[C:15]([CH3:21])[N:14]=3)=[CH:8][CH:7]=2)[CH2:3][CH2:2]1.[C:23]1([C@@H:29]2[CH2:33][O:32][C:31](=[N:34][C:35]3[CH:36]=[N:37][CH:38]=[CH:39][CH:40]=3)[N:30]2[CH:41]2[CH2:46][CH2:45][NH:44][CH2:43][CH2:42]2)[CH:28]=[CH:27][CH:26]=[CH:25][CH:24]=1.[BH-](OC(C)=O)(OC(C)=O)OC(C)=O.[Na+]. The catalyst is ClCCl. The product is [CH:1]1([NH:4][C:5](=[O:22])[C:6]2[CH:11]=[CH:10][C:9]([O:12][C:13]3[CH:18]=[CH:17][C:16]([CH2:19][N:44]4[CH2:43][CH2:42][CH:41]([N:30]5[C@H:29]([C:23]6[CH:24]=[CH:25][CH:26]=[CH:27][CH:28]=6)[CH2:33][O:32][C:31]5=[N:34][C:35]5[CH:36]=[N:37][CH:38]=[CH:39][CH:40]=5)[CH2:46][CH2:45]4)=[C:15]([CH3:21])[N:14]=3)=[CH:8][CH:7]=2)[CH2:3][CH2:2]1. The yield is 0.730. (4) The reactants are [C:1]([O:5][CH:6]([C:11]1[C:16]([CH3:17])=[CH:15][CH:14]=[C:13]([OH:18])[C:12]=1[C:19]1[CH:20]=[CH:21][C:22]2[O:27][CH2:26][CH2:25][CH2:24][C:23]=2[CH:28]=1)[C:7]([O:9][CH3:10])=[O:8])([CH3:4])([CH3:3])[CH3:2].C(N(CC)CC)C.[F:36][C:37]([F:50])([F:49])[S:38](O[S:38]([C:37]([F:50])([F:49])[F:36])(=[O:40])=[O:39])(=[O:40])=[O:39].O. The catalyst is ClCCl. The product is [C:1]([O:5][CH:6]([C:11]1[C:16]([CH3:17])=[CH:15][CH:14]=[C:13]([O:18][S:38]([C:37]([F:50])([F:49])[F:36])(=[O:40])=[O:39])[C:12]=1[C:19]1[CH:20]=[CH:21][C:22]2[O:27][CH2:26][CH2:25][CH2:24][C:23]=2[CH:28]=1)[C:7]([O:9][CH3:10])=[O:8])([CH3:4])([CH3:2])[CH3:3]. The yield is 0.990. (5) The product is [CH2:1]([O:8][N:9]1[C:15](=[O:16])[N:14]2[CH2:17][C@H:10]1[CH2:11][CH2:12][C@H:13]2[C:18]([NH:38][NH:37][C:36]([O:40][C:41]([CH3:44])([CH3:43])[CH3:42])=[O:39])=[O:20])[C:2]1[CH:3]=[CH:4][CH:5]=[CH:6][CH:7]=1. The catalyst is O1CCCC1. The yield is 0.980. The reactants are [CH2:1]([O:8][N:9]1[C:15](=[O:16])[N:14]2[CH2:17][C@H:10]1[CH2:11][CH2:12][C@H:13]2[C:18]([OH:20])=O)[C:2]1[CH:7]=[CH:6][CH:5]=[CH:4][CH:3]=1.C(N(CC)CC)C.ClC(OCC(C)C)=O.[C:36]([O:40][C:41]([CH3:44])([CH3:43])[CH3:42])(=[O:39])[NH:37][NH2:38].